Task: Predict which catalyst facilitates the given reaction.. Dataset: Catalyst prediction with 721,799 reactions and 888 catalyst types from USPTO Reactant: FC(F)(F)C(O)=O.[NH2:8][CH2:9][C:10]([N:12]([CH3:19])[C:13]1[CH:18]=[CH:17][N:16]=[CH:15][CH:14]=1)=O.[H-].[H-].[H-].[H-].[Li+].[Al+3].C(OCC)(=O)C. Product: [CH3:19][N:12]([C:13]1[CH:18]=[CH:17][N:16]=[CH:15][CH:14]=1)[CH2:10][CH2:9][NH2:8]. The catalyst class is: 1.